This data is from Full USPTO retrosynthesis dataset with 1.9M reactions from patents (1976-2016). The task is: Predict the reactants needed to synthesize the given product. Given the product [Cl:15][C:13]1[CH:14]=[C:9]([NH:7][C:4]2[CH:3]=[C:2]([CH3:1])[O:6][N:5]=2)[C:10](=[O:17])[N:11]([CH3:16])[N:12]=1, predict the reactants needed to synthesize it. The reactants are: [CH3:1][C:2]1[O:6][N:5]=[C:4]([NH2:7])[CH:3]=1.Br[C:9]1[C:10](=[O:17])[N:11]([CH3:16])[N:12]=[C:13]([Cl:15])[CH:14]=1.CC1(C)C2C(=C(P(C3C=CC=CC=3)C3C=CC=CC=3)C=CC=2)OC2C(P(C3C=CC=CC=3)C3C=CC=CC=3)=CC=CC1=2.C(=O)([O-])[O-].[Cs+].[Cs+].